This data is from NCI-60 drug combinations with 297,098 pairs across 59 cell lines. The task is: Regression. Given two drug SMILES strings and cell line genomic features, predict the synergy score measuring deviation from expected non-interaction effect. (1) Synergy scores: CSS=11.7, Synergy_ZIP=-3.39, Synergy_Bliss=-0.0166, Synergy_Loewe=-20.2, Synergy_HSA=-6.34. Drug 2: C1=CC=C(C=C1)NC(=O)CCCCCCC(=O)NO. Cell line: NCI-H522. Drug 1: CC1=C(C=C(C=C1)NC(=O)C2=CC=C(C=C2)CN3CCN(CC3)C)NC4=NC=CC(=N4)C5=CN=CC=C5. (2) Drug 1: C1C(C(OC1N2C=C(C(=O)NC2=O)F)CO)O. Drug 2: CS(=O)(=O)OCCCCOS(=O)(=O)C. Cell line: SF-539. Synergy scores: CSS=27.7, Synergy_ZIP=0.437, Synergy_Bliss=0.261, Synergy_Loewe=-19.3, Synergy_HSA=0.0587. (3) Drug 1: CN1C2=C(C=C(C=C2)N(CCCl)CCCl)N=C1CCCC(=O)O.Cl. Drug 2: CC1CCCC2(C(O2)CC(NC(=O)CC(C(C(=O)C(C1O)C)(C)C)O)C(=CC3=CSC(=N3)C)C)C. Cell line: MDA-MB-231. Synergy scores: CSS=12.2, Synergy_ZIP=-9.30, Synergy_Bliss=-13.7, Synergy_Loewe=-23.1, Synergy_HSA=-12.4. (4) Drug 1: C1=C(C(=O)NC(=O)N1)N(CCCl)CCCl. Drug 2: CCC1(CC2CC(C3=C(CCN(C2)C1)C4=CC=CC=C4N3)(C5=C(C=C6C(=C5)C78CCN9C7C(C=CC9)(C(C(C8N6C)(C(=O)OC)O)OC(=O)C)CC)OC)C(=O)OC)O.OS(=O)(=O)O. Cell line: MOLT-4. Synergy scores: CSS=75.2, Synergy_ZIP=0.315, Synergy_Bliss=0.872, Synergy_Loewe=0.116, Synergy_HSA=1.20.